This data is from Catalyst prediction with 721,799 reactions and 888 catalyst types from USPTO. The task is: Predict which catalyst facilitates the given reaction. (1) Reactant: [F:1][C:2]([F:7])([F:6])[C:3]([OH:5])=[O:4].C(OC([N:15]1[CH2:20][CH2:19][CH2:18][CH:17]([NH:21][C:22]([N:24]2[CH2:27][CH:26]([C:28]3[NH:29][C:30](=[O:43])[C:31]4[CH:36]=[N:35][N:34]([CH:37]5[CH2:42][CH2:41][CH2:40][CH2:39][CH2:38]5)[C:32]=4[N:33]=3)[CH2:25]2)=[O:23])[CH2:16]1)=O)(C)(C)C. Product: [F:1][C:2]([F:7])([F:6])[C:3]([OH:5])=[O:4].[NH:15]1[CH2:20][CH2:19][CH2:18][CH:17]([NH:21][C:22]([N:24]2[CH2:27][CH:26]([C:28]3[NH:29][C:30](=[O:43])[C:31]4[CH:36]=[N:35][N:34]([CH:37]5[CH2:38][CH2:39][CH2:40][CH2:41][CH2:42]5)[C:32]=4[N:33]=3)[CH2:25]2)=[O:23])[CH2:16]1. The catalyst class is: 2. (2) Reactant: I[CH2:2][CH3:3].[CH2:4]([O:11][C:12]1[CH:17]=[CH:16][C:15]([N:18]2[C:22]3=[N:23][CH:24]=[CH:25][C:26]([CH3:27])=[C:21]3[NH:20][C:19]2=[O:28])=[CH:14][CH:13]=1)[C:5]1[CH:10]=[CH:9][CH:8]=[CH:7][CH:6]=1.C(=O)([O-])[O-].[Cs+].[Cs+]. Product: [CH2:4]([O:11][C:12]1[CH:13]=[CH:14][C:15]([N:18]2[C:22]3=[N:23][CH:24]=[CH:25][C:26]([CH3:27])=[C:21]3[N:20]([CH2:2][CH3:3])[C:19]2=[O:28])=[CH:16][CH:17]=1)[C:5]1[CH:10]=[CH:9][CH:8]=[CH:7][CH:6]=1. The catalyst class is: 18.